From a dataset of Reaction yield outcomes from USPTO patents with 853,638 reactions. Predict the reaction yield, written as a fraction of the theoretical maximum amount of product (1.0 means a 100% yield; for example, 0.34 means a 34% yield). (1) The reactants are C(=O)([O-])[O-].[K+].[K+].[NH2:7][C:8]1[C:23]([CH3:24])=[CH:22][C:21]([Cl:25])=[CH:20][C:9]=1[C:10]([N:12]=[S:13]([CH:17]([CH3:19])[CH3:18])[CH:14]([CH3:16])[CH3:15])=[O:11].[Cl:26][C:27]1[C:28]([N:33]2[C:37]([C:38](Cl)=[O:39])=[CH:36][C:35]([C:41]([F:44])([F:43])[F:42])=[N:34]2)=[N:29][CH:30]=[CH:31][CH:32]=1. The catalyst is C1(C)C=CC=CC=1.CCOC(C)=O.O. The product is [Cl:26][C:27]1[C:28]([N:33]2[C:37]([C:38]([NH:7][C:8]3[C:9]([C:10](=[O:11])[N:12]=[S:13]([CH:17]([CH3:18])[CH3:19])[CH:14]([CH3:16])[CH3:15])=[CH:20][C:21]([Cl:25])=[CH:22][C:23]=3[CH3:24])=[O:39])=[CH:36][C:35]([C:41]([F:44])([F:42])[F:43])=[N:34]2)=[N:29][CH:30]=[CH:31][CH:32]=1. The yield is 0.660. (2) The reactants are [Cl:1][C:2]1[CH:3]=[C:4]([N:9]2[C:13]3[C:14](=[O:25])[N:15]([C:18]4[CH:23]=[CH:22][C:21](I)=[CH:20][CH:19]=4)[CH2:16][CH2:17][C:12]=3[C:11]([C:26]([F:29])([F:28])[F:27])=[N:10]2)[CH:5]=[CH:6][C:7]=1[F:8].[C:30]1(=[O:36])[NH:35][CH2:34][CH2:33][CH2:32][CH2:31]1.NC1CCCCC1N.[O-]P([O-])([O-])=O.[K+].[K+].[K+]. The catalyst is [Cu]I.C(OC(=O)C)C.O1CCOCC1. The product is [Cl:1][C:2]1[CH:3]=[C:4]([N:9]2[C:13]3[C:14](=[O:25])[N:15]([C:18]4[CH:23]=[CH:22][C:21]([N:35]5[CH2:34][CH2:33][CH2:32][CH2:31][C:30]5=[O:36])=[CH:20][CH:19]=4)[CH2:16][CH2:17][C:12]=3[C:11]([C:26]([F:29])([F:28])[F:27])=[N:10]2)[CH:5]=[CH:6][C:7]=1[F:8]. The yield is 0.800.